From a dataset of Reaction yield outcomes from USPTO patents with 853,638 reactions. Predict the reaction yield, written as a fraction of the theoretical maximum amount of product (1.0 means a 100% yield; for example, 0.34 means a 34% yield). The reactants are [C:1]1([CH2:7][NH:8][C:9]([CH:11]([C:17]([O:19]CC)=O)[C:12]([O:14][CH2:15][CH3:16])=[O:13])=[O:10])[CH:6]=[CH:5][CH:4]=[CH:3][CH:2]=1.[H-].[Na+].[CH3:24][O:25][C:26]1[CH:35]=[C:34]([O:36][CH3:37])[CH:33]=[CH:32][C:27]=1[CH2:28][N:29]=[C:30]=[O:31].Cl. The catalyst is O1CCCC1. The product is [CH3:24][O:25][C:26]1[CH:35]=[C:34]([O:36][CH3:37])[CH:33]=[CH:32][C:27]=1[CH2:28][N:29]1[C:17]([OH:19])=[C:11]([C:12]([O:14][CH2:15][CH3:16])=[O:13])[C:9](=[O:10])[N:8]([CH2:7][C:1]2[CH:2]=[CH:3][CH:4]=[CH:5][CH:6]=2)[C:30]1=[O:31]. The yield is 0.390.